This data is from Full USPTO retrosynthesis dataset with 1.9M reactions from patents (1976-2016). The task is: Predict the reactants needed to synthesize the given product. (1) Given the product [C:1]([O:5][C:6]([NH:8][CH2:9][C@H:10]1[CH2:15][CH2:14][C@H:13]([C:16]([NH:18][C@H:19]([C:37](=[O:50])[NH:38][C:39]2[CH:44]=[CH:43][C:42]([C:45]3[NH:49][N:48]=[N:47][N:46]=3)=[CH:41][CH:40]=2)[CH2:20][C:21]2[CH:22]=[C:23]([C:27]3[CH:32]=[CH:31][C:30]([C:33]([NH:51][CH:52]4[CH:57]5[CH:53]4[CH2:54][N:55]([C:58]([O:60][C:61]([CH3:64])([CH3:63])[CH3:62])=[O:59])[CH2:56]5)=[O:34])=[CH:29][C:28]=3[CH3:36])[CH:24]=[CH:25][CH:26]=2)=[O:17])[CH2:12][CH2:11]1)=[O:7])([CH3:4])([CH3:2])[CH3:3], predict the reactants needed to synthesize it. The reactants are: [C:1]([O:5][C:6]([NH:8][CH2:9][C@H:10]1[CH2:15][CH2:14][C@H:13]([C:16]([NH:18][C@H:19]([C:37](=[O:50])[NH:38][C:39]2[CH:44]=[CH:43][C:42]([C:45]3[NH:49][N:48]=[N:47][N:46]=3)=[CH:41][CH:40]=2)[CH2:20][C:21]2[CH:22]=[C:23]([C:27]3[CH:32]=[CH:31][C:30]([C:33](O)=[O:34])=[CH:29][C:28]=3[CH3:36])[CH:24]=[CH:25][CH:26]=2)=[O:17])[CH2:12][CH2:11]1)=[O:7])([CH3:4])([CH3:3])[CH3:2].[NH2:51][CH:52]1[CH:57]2[CH:53]1[CH2:54][N:55]([C:58]([O:60][C:61]([CH3:64])([CH3:63])[CH3:62])=[O:59])[CH2:56]2.F[P-](F)(F)(F)(F)F.CN(C(ON1C2=NC=CC=C2N=N1)=[N+](C)C)C.C(N(CC)C(C)C)(C)C. (2) Given the product [N:1]1[S:2][N:3]=[C:4]2[CH:9]=[C:8]([C:10]3[O:14][C:13]([CH3:16])([CH3:15])[C:12](=[O:17])[C:11]=3[C:27]3[CH:28]=[CH:29][C:30]([O:31][CH2:32][C:33]4[CH:42]=[CH:41][C:40]5[C:35](=[CH:36][CH:37]=[CH:38][CH:39]=5)[N:34]=4)=[CH:43][CH:44]=3)[CH:7]=[CH:6][C:5]=12, predict the reactants needed to synthesize it. The reactants are: [N:1]1[S:2][N:3]=[C:4]2[CH:9]=[C:8]([C:10]3[O:14][C:13]([CH3:16])([CH3:15])[C:12](=[O:17])[C:11]=3Br)[CH:7]=[CH:6][C:5]=12.CC1(C)C(C)(C)OB([C:27]2[CH:44]=[CH:43][C:30]([O:31][CH2:32][C:33]3[CH:42]=[CH:41][C:40]4[C:35](=[CH:36][CH:37]=[CH:38][CH:39]=4)[N:34]=3)=[CH:29][CH:28]=2)O1.C([O-])([O-])=O.[Cs+].[Cs+]. (3) Given the product [CH2:2]([N:9]1[CH2:16][CH2:15][C:12]2([CH2:13][CH2:14]2)[C@H:11]([OH:17])[CH2:10]1)[C:3]1[CH:4]=[CH:5][CH:6]=[CH:7][CH:8]=1, predict the reactants needed to synthesize it. The reactants are: Cl.[CH2:2]([N:9]1[CH2:16][CH2:15][C:12]2([CH2:14][CH2:13]2)[C:11](=[O:17])[CH2:10]1)[C:3]1[CH:8]=[CH:7][CH:6]=[CH:5][CH:4]=1.C1C=[N+]([C@@H]2O[C@H](COP(OP(OC[C@H]3O[C@@H](N4C5N=CN=C(N)C=5N=C4)[C@H](O)[C@@H]3O)(O)=O)([O-])=O)[C@@H](O)[C@H]2O)C=C(C(N)=O)C=1.[OH-].[Na+].[Cl-].[Mg+2].[Cl-]. (4) Given the product [Cl:31][C:32]1[CH:33]=[C:34]2[C:39](=[CH:40][CH:41]=1)[CH:38]=[C:37]([S:42]([NH:1][C@H:2]1[CH2:6][CH2:5][N:4]([C:7]3[CH:8]=[C:9]4[C:14](=[CH:15][CH:16]=3)[CH2:13][N:12]([C:17]([O:19][C:20]([CH3:21])([CH3:23])[CH3:22])=[O:18])[CH2:11][CH2:10]4)[C:3]1=[O:24])(=[O:44])=[O:43])[CH:36]=[CH:35]2, predict the reactants needed to synthesize it. The reactants are: [NH2:1][C@H:2]1[CH2:6][CH2:5][N:4]([C:7]2[CH:8]=[C:9]3[C:14](=[CH:15][CH:16]=2)[CH2:13][N:12]([C:17]([O:19][C:20]([CH3:23])([CH3:22])[CH3:21])=[O:18])[CH2:11][CH2:10]3)[C:3]1=[O:24].N1C=CC=CC=1.[Cl:31][C:32]1[CH:33]=[C:34]2[C:39](=[CH:40][CH:41]=1)[CH:38]=[C:37]([S:42](Cl)(=[O:44])=[O:43])[CH:36]=[CH:35]2. (5) Given the product [F:15][C:6]1[C:5]([CH2:4][CH2:3][OH:2])=[CH:10][C:9]([O:11][CH3:12])=[C:8]([CH:7]=1)[C:13]#[N:14], predict the reactants needed to synthesize it. The reactants are: C[O:2][C:3](=O)[CH2:4][C:5]1[CH:10]=[C:9]([O:11][CH3:12])[C:8]([C:13]#[N:14])=[CH:7][C:6]=1[F:15].[BH4-].[Li+]. (6) Given the product [C:30]([OH:29])(=[O:31])[C:32]1[CH:5]=[CH:6][CH:1]=[CH:2][CH:3]=1, predict the reactants needed to synthesize it. The reactants are: [C:1]1(/C=C/[C:1]2[CH:6]=[CH:5]C=[CH:3][CH:2]=2)[CH:6]=[CH:5]C=[CH:3][CH:2]=1.OOS([O-])=O.[K+].[O-]S([O-])=O.[Na+].[Na+].CC[O:29][C:30]([CH3:32])=[O:31].